From a dataset of Forward reaction prediction with 1.9M reactions from USPTO patents (1976-2016). Predict the product of the given reaction. (1) Given the reactants [Cl:1][C:2]1[N:7]=[CH:6][N:5]=[C:4]([NH:8][C@H:9]2[CH2:25][C@@H:12]3[O:13]C(C4C=CC(OC)=CC=4)[O:15][CH2:16][C@@H:11]3[CH2:10]2)[CH:3]=1.N[C@@H]1C2C(=CC=CC=2)CC1, predict the reaction product. The product is: [Cl:1][C:2]1[N:7]=[CH:6][N:5]=[C:4]([NH:8][C@H:9]2[CH2:25][C@H:12]([OH:13])[C@H:11]([CH2:16][OH:15])[CH2:10]2)[CH:3]=1. (2) Given the reactants [C:1]([O:12][CH3:13])(=[O:11])[C:2]1[CH:10]=[CH:9][CH:8]=[C:4]([C:5]([O-:7])=O)[CH:3]=1.[CH3:14][C:15]([O:18][C:19]([NH:21][CH2:22][CH2:23][NH2:24])=[O:20])([CH3:17])[CH3:16].CCN=C=NCCCN(C)C.CCN(C(C)C)C(C)C, predict the reaction product. The product is: [CH3:13][O:12][C:1](=[O:11])[C:2]1[CH:10]=[CH:9][CH:8]=[C:4]([C:5]([NH:24][CH2:23][CH2:22][NH:21][C:19]([O:18][C:15]([CH3:17])([CH3:16])[CH3:14])=[O:20])=[O:7])[CH:3]=1. (3) Given the reactants [CH3:1][C:2]1[C:3]([N:9]2[CH2:14][CH2:13][N:12]([C:15]([C:17]3[CH:22]=[CH:21][C:20]([N:23]4[C:27]([CH3:29])([CH3:28])[CH2:26][N:25](CC5C=CC(OC)=CC=5)[C:24]4=[O:39])=[CH:19][C:18]=3[CH3:40])=[O:16])[CH2:11][CH2:10]2)=[N:4][CH:5]=[C:6]([CH3:8])[CH:7]=1, predict the reaction product. The product is: [CH3:1][C:2]1[C:3]([N:9]2[CH2:10][CH2:11][N:12]([C:15]([C:17]3[CH:22]=[CH:21][C:20]([N:23]4[C:27]([CH3:28])([CH3:29])[CH2:26][NH:25][C:24]4=[O:39])=[CH:19][C:18]=3[CH3:40])=[O:16])[CH2:13][CH2:14]2)=[N:4][CH:5]=[C:6]([CH3:8])[CH:7]=1. (4) The product is: [Cl:1][C:2]1[CH:10]=[C:9]2[C:5]([C:6]([C:11](=[O:15])[C:12]([Cl:14])=[O:13])=[CH:7][NH:8]2)=[CH:4][CH:3]=1. Given the reactants [Cl:1][C:2]1[CH:10]=[C:9]2[C:5]([CH:6]=[CH:7][NH:8]2)=[CH:4][CH:3]=1.[C:11](Cl)(=[O:15])[C:12]([Cl:14])=[O:13], predict the reaction product.